From a dataset of Retrosynthesis with 50K atom-mapped reactions and 10 reaction types from USPTO. Predict the reactants needed to synthesize the given product. (1) Given the product c1cc(N2CCNCC2)nc(-n2ncc3cnc(-c4cncc(C5CC5)c4)cc32)c1, predict the reactants needed to synthesize it. The reactants are: C1CNCCN1.Fc1cccc(-n2ncc3cnc(-c4cncc(C5CC5)c4)cc32)n1. (2) Given the product O=C(O)C(F)(F)F, predict the reactants needed to synthesize it. The reactants are: CC(C)(C)OC(=O)N1Cc2ccccc2C1C(=O)Nc1c(F)cccc1F. (3) Given the product COCc1ccc(Oc2cc(OC3CCOCC3)c3[nH]c(C4=NCC(CC(N)=O)S4)cc3c2)cn1, predict the reactants needed to synthesize it. The reactants are: COCc1ccc(Oc2cc(OC3CCOCC3)c3[nH]c(C4=NCC(CC(=O)O)S4)cc3c2)cn1.On1nnc2ccccc21. (4) Given the product COC(=O)C1CCC(c2ncc(-c3ccc(NC(=O)Nc4cccc(Cl)c4)cc3)o2)CC1, predict the reactants needed to synthesize it. The reactants are: COC(=O)C1CCC(c2ncc(-c3ccc(N)cc3)o2)CC1.O=C=Nc1cccc(Cl)c1. (5) Given the product COc1ccc(C2(CN3CCOCC3)CCOCC2)cc1, predict the reactants needed to synthesize it. The reactants are: COc1ccc(C2(C(=O)N3CCOCC3)CCOCC2)cc1.